From a dataset of NCI-60 drug combinations with 297,098 pairs across 59 cell lines. Regression. Given two drug SMILES strings and cell line genomic features, predict the synergy score measuring deviation from expected non-interaction effect. (1) Drug 1: C1CC(=O)NC(=O)C1N2C(=O)C3=CC=CC=C3C2=O. Drug 2: C1CN(P(=O)(OC1)NCCCl)CCCl. Cell line: U251. Synergy scores: CSS=-24.5, Synergy_ZIP=7.06, Synergy_Bliss=-1.54, Synergy_Loewe=-21.6, Synergy_HSA=-21.3. (2) Cell line: T-47D. Synergy scores: CSS=24.0, Synergy_ZIP=-6.18, Synergy_Bliss=-4.71, Synergy_Loewe=-3.51, Synergy_HSA=-3.84. Drug 1: CCC1=CC2CC(C3=C(CN(C2)C1)C4=CC=CC=C4N3)(C5=C(C=C6C(=C5)C78CCN9C7C(C=CC9)(C(C(C8N6C)(C(=O)OC)O)OC(=O)C)CC)OC)C(=O)OC.C(C(C(=O)O)O)(C(=O)O)O. Drug 2: C1=CN(C(=O)N=C1N)C2C(C(C(O2)CO)O)O.Cl. (3) Drug 1: C1=NC2=C(N1)C(=S)N=CN2. Drug 2: C1C(C(OC1N2C=NC3=C2NC=NCC3O)CO)O. Cell line: BT-549. Synergy scores: CSS=27.5, Synergy_ZIP=8.01, Synergy_Bliss=8.62, Synergy_Loewe=-2.95, Synergy_HSA=6.60.